From a dataset of Forward reaction prediction with 1.9M reactions from USPTO patents (1976-2016). Predict the product of the given reaction. (1) Given the reactants [Cl:1][C:2]1[CH:3]=[C:4]([CH:6]=[C:7]([F:10])[C:8]=1[F:9])N.N([O-])=O.[Na+].[BrH:15], predict the reaction product. The product is: [Br:15][C:4]1[CH:6]=[C:7]([F:10])[C:8]([F:9])=[C:2]([Cl:1])[CH:3]=1. (2) Given the reactants [Cl:1][C:2]1[N:7]=[C:6]([NH:8][C:9]2[C:14]([F:15])=[CH:13][CH:12]=[CH:11][C:10]=2[OH:16])[C:5]([Cl:17])=[CH:4][N:3]=1.[C:18]1(P([C:19]2[CH:18]=CC=[CH:21][CH:20]=2)[C:19]2[CH:18]=CC=[CH:21][CH:20]=2)C=C[CH:21]=[CH:20][CH:19]=1.C(Cl)Cl.N(C(OC(C)(C)C)=O)=NC(OC(C)(C)C)=[O:43], predict the reaction product. The product is: [Cl:1][C:2]1[N:7]=[C:6]([NH:8][C:9]2[C:10]([O:16][CH:19]3[CH2:20][CH2:21][O:43][CH2:18]3)=[CH:11][CH:12]=[CH:13][C:14]=2[F:15])[C:5]([Cl:17])=[CH:4][N:3]=1. (3) The product is: [N+:19]([CH:10]1[CH2:11][C:2]([CH3:14])([CH3:1])[C:3]2[CH:4]=[CH:5][CH:6]=[CH:7][C:8]=2[C:9]1([CH3:13])[CH3:12])([O-:21])=[O:20]. Given the reactants [CH3:1][C:2]1([CH3:14])[CH2:11][CH2:10][C:9]([CH3:13])([CH3:12])[C:8]2[CH:7]=[CH:6][CH:5]=[CH:4][C:3]1=2.C(O)(=O)C.[N+:19]([O-])([OH:21])=[O:20], predict the reaction product. (4) Given the reactants [N:1]1[CH:6]=[CH:5][CH:4]=[C:3]([CH2:7][O:8][CH2:9][C:10](OCC)=O)[CH:2]=1.[Cl:15][C:16]1[CH:17]=[C:18]([NH:22][C:23]2[N:24]=[N:25][C:26]([NH:29][NH2:30])=[CH:27][CH:28]=2)[CH:19]=[CH:20][CH:21]=1, predict the reaction product. The product is: [N:1]1[CH:6]=[CH:5][CH:4]=[C:3]([CH2:7][O:8][CH2:9][C:10]2[N:25]3[N:24]=[C:23]([NH:22][C:18]4[CH:19]=[CH:20][CH:21]=[C:16]([Cl:15])[CH:17]=4)[CH:28]=[CH:27][C:26]3=[N:29][N:30]=2)[CH:2]=1. (5) Given the reactants Cl[C:2]1[C:3]([NH2:9])=[N:4][CH:5]=[N:6][C:7]=1Cl.[NH2:10][CH2:11][CH:12]1[CH2:17][CH2:16][N:15]([C:18]([O:20]C(C)(C)C)=O)[CH2:14][CH2:13]1.[F:25][C:26]([F:44])([F:43])[C:27]1[CH:42]=[CH:41][C:30]([O:31][C:32]2[CH:37]=[CH:36][C:35](B(O)O)=[CH:34][CH:33]=2)=[CH:29][CH:28]=1.[C:45](Cl)(=O)[CH:46]=C, predict the reaction product. The product is: [NH2:9][C:3]1[N:4]=[CH:5][N:6]=[C:7]([NH:10][CH2:11][CH:12]2[CH2:13][CH2:14][N:15]([C:18](=[O:20])[CH:45]=[CH2:46])[CH2:16][CH2:17]2)[C:2]=1[C:35]1[CH:36]=[CH:37][C:32]([O:31][C:30]2[CH:41]=[CH:42][C:27]([C:26]([F:44])([F:43])[F:25])=[CH:28][CH:29]=2)=[CH:33][CH:34]=1. (6) Given the reactants [C:1]1([CH:7]([NH2:9])[CH3:8])[CH:6]=[CH:5][CH:4]=[CH:3][CH:2]=1.[NH:10]1[CH2:13][CH2:12][CH2:11]1.[ClH:14].C(OCC)C, predict the reaction product. The product is: [ClH:14].[ClH:14].[C:1]1([CH:7]([NH2:9])[CH3:8])[CH:6]=[CH:5][CH:4]=[CH:3][CH:2]=1.[NH:10]1[CH2:13][CH2:12][CH2:11]1. (7) Given the reactants Cl[C:2]1[CH:10]=[CH:9][C:5]([C:6]([NH2:8])=[O:7])=[C:4]([NH:11][C:12]2[CH:17]=[CH:16][C:15]([N:18]([CH2:21][CH3:22])[CH2:19][CH3:20])=[CH:14][CH:13]=2)[N:3]=1.[NH:23]1[CH2:28][CH2:27][CH2:26][C@@H:25]([NH:29][C:30](=[O:36])[O:31][C:32]([CH3:35])([CH3:34])[CH3:33])[CH2:24]1.CCN(C(C)C)C(C)C, predict the reaction product. The product is: [C:6]([C:5]1[CH:9]=[CH:10][C:2]([N:23]2[CH2:28][CH2:27][CH2:26][C@@H:25]([NH:29][C:30](=[O:36])[O:31][C:32]([CH3:34])([CH3:33])[CH3:35])[CH2:24]2)=[N:3][C:4]=1[NH:11][C:12]1[CH:17]=[CH:16][C:15]([N:18]([CH2:21][CH3:22])[CH2:19][CH3:20])=[CH:14][CH:13]=1)(=[O:7])[NH2:8]. (8) Given the reactants [CH3:1][C:2]1[CH:11]=[CH:10][C:9]2[C:4](=[C:5]([CH:12](C(OCC)=O)[C:13]([O:15]CC)=[O:14])[CH:6]=[CH:7][CH:8]=2)[N:3]=1.Cl.C(O)(=O)C, predict the reaction product. The product is: [CH3:1][C:2]1[CH:11]=[CH:10][C:9]2[C:4](=[C:5]([CH2:12][C:13]([OH:15])=[O:14])[CH:6]=[CH:7][CH:8]=2)[N:3]=1.